From a dataset of Catalyst prediction with 721,799 reactions and 888 catalyst types from USPTO. Predict which catalyst facilitates the given reaction. (1) Reactant: Cl[C:2]1[N:7]=[C:6]([N:8]([CH3:10])[CH3:9])[C:5]([CH3:11])=[CH:4][N:3]=1.[C:12]([O:16][C:17](=[O:26])[NH:18][C@H:19]1[CH2:24][CH2:23][C@@H:22]([NH2:25])[CH2:21][CH2:20]1)([CH3:15])([CH3:14])[CH3:13].C([O-])(O)=O.[Na+]. Product: [C:12]([O:16][C:17](=[O:26])[NH:18][C@H:19]1[CH2:20][CH2:21][C@@H:22]([NH:25][C:2]2[N:7]=[C:6]([N:8]([CH3:10])[CH3:9])[C:5]([CH3:11])=[CH:4][N:3]=2)[CH2:23][CH2:24]1)([CH3:15])([CH3:13])[CH3:14]. The catalyst class is: 51. (2) Reactant: C[O:2][C:3]1[CH:4]=[CH:5][C:6]2[C:10]([O:11][C:12]3[CH:17]=[CH:16][C:15](/[CH:18]=[CH:19]/[C:20]([O:22]C(C)(C)C)=[O:21])=[CH:14][CH:13]=3)=[C:9]([C:27]3[CH:32]=[CH:31][C:30]([C:33]([F:36])([F:35])[F:34])=[CH:29][CH:28]=3)[S:8][C:7]=2[CH:37]=1.B(Br)(Br)Br. Product: [OH:2][C:3]1[CH:4]=[CH:5][C:6]2[C:10]([O:11][C:12]3[CH:17]=[CH:16][C:15](/[CH:18]=[CH:19]/[C:20]([OH:22])=[O:21])=[CH:14][CH:13]=3)=[C:9]([C:27]3[CH:32]=[CH:31][C:30]([C:33]([F:36])([F:34])[F:35])=[CH:29][CH:28]=3)[S:8][C:7]=2[CH:37]=1. The catalyst class is: 2. (3) Reactant: C([N-]C(C)C)(C)C.[Li+].[F:9][C:10]1[CH:15]=[CH:14][N:13]=[CH:12][C:11]=1[CH3:16].[CH2:17]([Sn:21](Cl)([CH2:26][CH2:27][CH2:28][CH3:29])[CH2:22][CH2:23][CH2:24][CH3:25])[CH2:18][CH2:19][CH3:20]. Product: [F:9][C:10]1[C:15]([Sn:21]([CH2:22][CH2:23][CH2:24][CH3:25])([CH2:26][CH2:27][CH2:28][CH3:29])[CH2:17][CH2:18][CH2:19][CH3:20])=[CH:14][N:13]=[CH:12][C:11]=1[CH3:16]. The catalyst class is: 1. (4) Reactant: Br[CH2:2][C:3]([C:5]1[O:9][C:8]([CH3:10])=[N:7][C:6]=1[CH3:11])=O.Br.[CH:13]([O:16][C:17]1[CH:25]=[CH:24][C:20]([C:21]([NH2:23])=[O:22])=[CH:19][C:18]=1[NH:26][C:27]([NH2:29])=[S:28])([CH3:15])[CH3:14].N.CO. Product: [CH3:10][C:8]1[O:9][C:5]([C:3]2[N:29]=[C:27]([NH:26][C:18]3[CH:19]=[C:20]([CH:24]=[CH:25][C:17]=3[O:16][CH:13]([CH3:15])[CH3:14])[C:21]([NH2:23])=[O:22])[S:28][CH:2]=2)=[C:6]([CH3:11])[N:7]=1. The catalyst class is: 14.